Dataset: Experimentally validated miRNA-target interactions with 360,000+ pairs, plus equal number of negative samples. Task: Binary Classification. Given a miRNA mature sequence and a target amino acid sequence, predict their likelihood of interaction. (1) The miRNA is hsa-miR-6780b-5p with sequence UGGGGAAGGCUUGGCAGGGAAGA. The protein sequence of the target gene is MGILSITDQPPLVQAIFSRDVEEVRSLLSQKENINVLDQERRTPLHAAAYVGDVPILQLLLMSGANVNAKDTLWLTPLHRAAASRNEKVLGLLLAHSADVNARDKLWQTPLHVAAANRATKCAEALAPLLSSLNVADRSGRSALHHAVHSGHLETVNLLLNKGASLNVCDKKERQPLHWAAFLGHLEVLKLLVARGADLGCKDRKGYGLLHTAAASGQIEVVKYLLRMGAEIDEPNAFGNTALHIACYLGQDAVAIELVNAGANVNQPNDKGFTPLHVAAVSTNGALCLELLVNNGADVN.... Result: 1 (interaction). (2) The miRNA is mmu-miR-6934-3p with sequence ACCUCUGCUCCUGCCCCACCAG. The protein sequence of the target gene is MSGRSGKKKMSKLSRSARAGVIFPVGRLMRYLKKGTFKYRISVGAPVYMAAVIEYLAAEILELAGNAARDNKKARIAPRHILLAVANDEELNQLLKGVTIASGGVLPRIHPELLAKKRGTKGKSETILSPPPEKRGRKATSGKKGGKKSKAAKPRTSKKSKPKDSDKEGTSNSTSEDGPGDGFTILSSKSLVLGQKLSLTQSDISHIGSMRVEGIVHPTTAEIDLKEDIGKALEKAGGKEFLETVKELRKSQGPLEVAEAAVSQSSGLAAKFVIHCHIPQWGSDKCEEQLEETIKNCLSA.... Result: 0 (no interaction).